From a dataset of Reaction yield outcomes from USPTO patents with 853,638 reactions. Predict the reaction yield, written as a fraction of the theoretical maximum amount of product (1.0 means a 100% yield; for example, 0.34 means a 34% yield). (1) The reactants are [Br:1][C:2]1[CH:25]=[CH:24][C:5]2[C:6]([CH3:23])=[N:7][CH:8]([NH:12][C:13](=[O:22])[O:14][CH2:15][C:16]3[CH:21]=[CH:20][CH:19]=[CH:18][CH:17]=3)[C:9](=[O:11])[NH:10][C:4]=2[CH:3]=1.[C:26](=O)([O-])[O-].[K+].[K+].IC. The catalyst is CN(C)C=O.O.C(OCC)(=O)C. The product is [Br:1][C:2]1[CH:25]=[CH:24][C:5]2[C:6]([CH3:23])=[N:7][CH:8]([NH:12][C:13](=[O:22])[O:14][CH2:15][C:16]3[CH:21]=[CH:20][CH:19]=[CH:18][CH:17]=3)[C:9](=[O:11])[N:10]([CH3:26])[C:4]=2[CH:3]=1. The yield is 0.775. (2) The reactants are [Br:1][C:2]1[CH:10]=[CH:9][CH:8]=[C:7]2[C:3]=1[C:4]1([C:36]3[C:27](=[CH:28][C:29]4[O:34][CH2:33][CH2:32][O:31][C:30]=4[CH:35]=3)[O:26][CH2:25]1)[C:5](=[O:24])[N:6]2C(C1C=CC=CC=1)C1C=CC=CC=1.C([SiH](CC)CC)C.FC(F)(F)C(O)=O. No catalyst specified. The product is [Br:1][C:2]1[CH:10]=[CH:9][CH:8]=[C:7]2[C:3]=1[C:4]1([C:36]3[C:27](=[CH:28][C:29]4[O:34][CH2:33][CH2:32][O:31][C:30]=4[CH:35]=3)[O:26][CH2:25]1)[C:5](=[O:24])[NH:6]2. The yield is 0.480. (3) The reactants are [C:1](=[N:14][C:15]1[CH:22]=[CH:21][C:18]([C:19]#[N:20])=[CH:17][C:16]=1[CH3:23])([C:8]1[CH:13]=[CH:12][CH:11]=[CH:10][CH:9]=1)[C:2]1[CH:7]=[CH:6][CH:5]=[CH:4][CH:3]=1.[Br:24]N1C(=O)CCC1=O.C(OOC(=O)C1C=CC=CC=1)(=O)C1C=CC=CC=1. The catalyst is C(Cl)(Cl)(Cl)Cl.[OH-].[Na+]. The product is [C:1](=[N:14][C:15]1[CH:22]=[CH:21][C:18]([C:19]#[N:20])=[CH:17][C:16]=1[CH2:23][Br:24])([C:2]1[CH:7]=[CH:6][CH:5]=[CH:4][CH:3]=1)[C:8]1[CH:13]=[CH:12][CH:11]=[CH:10][CH:9]=1. The yield is 0.680. (4) The reactants are [CH3:1][CH:2]([C:4]1[N:8]([CH2:9][CH2:10][C@H:11]2[O:17][C:15](=[O:16])[CH2:14][C@H:13]([OH:18])[CH2:12]2)[C:7]([C:19]2[CH:20]=[CH:21][C:22]([F:25])=[CH:23][CH:24]=2)=[C:6]([C:26]2[CH:27]=[CH:28][CH:29]=[CH:30][CH:31]=2)[C:5]=1[C:32]([NH:34][C:35]1[CH:36]=[CH:37][CH:38]=[CH:39][CH:40]=1)=[O:33])[CH3:3].C[O:42]C(C)(C)C.CC(C)=[O:49].[OH-].[Sr+2:52].[OH-]. The catalyst is O. The product is [CH3:3][CH:2]([C:4]1[N:8]([CH2:9][CH2:10][C@@H:11]([OH:17])[CH2:12][C@@H:13]([OH:18])[CH2:14][C:15]([O-:16])=[O:42])[C:7]([C:19]2[CH:20]=[CH:21][C:22]([F:25])=[CH:23][CH:24]=2)=[C:6]([C:26]2[CH:27]=[CH:28][CH:29]=[CH:30][CH:31]=2)[C:5]=1[C:32]([NH:34][C:35]1[CH:36]=[CH:37][CH:38]=[CH:39][CH:40]=1)=[O:33])[CH3:1].[CH3:3][CH:2]([C:4]1[N:8]([CH2:9][CH2:10][C@@H:11]([OH:17])[CH2:12][C@@H:13]([OH:18])[CH2:14][C:15]([O-:16])=[O:49])[C:7]([C:19]2[CH:20]=[CH:21][C:22]([F:25])=[CH:23][CH:24]=2)=[C:6]([C:26]2[CH:27]=[CH:28][CH:29]=[CH:30][CH:31]=2)[C:5]=1[C:32]([NH:34][C:35]1[CH:36]=[CH:37][CH:38]=[CH:39][CH:40]=1)=[O:33])[CH3:1].[Sr+2:52]. The yield is 0.850. (5) The reactants are C(OC([N:8]1[CH2:13][CH2:12][CH2:11][C@@H:10]([CH2:14][N:15]2[C:23]([C:24]3[C:29]([F:30])=[CH:28][CH:27]=[CH:26][C:25]=3[Cl:31])=[N:22][C:21]3[C:16]2=[N:17][C:18]([NH:32][CH2:33][C:34]2[CH:39]=[CH:38][C:37]([F:40])=[C:36]([F:41])[CH:35]=2)=[N:19][CH:20]=3)[CH2:9]1)=O)(C)(C)C.C(O)(C(F)(F)F)=O. The catalyst is C(Cl)Cl. The product is [F:41][C:36]1[CH:35]=[C:34]([CH:39]=[CH:38][C:37]=1[F:40])[CH2:33][NH:32][C:18]1[N:17]=[C:16]2[C:21]([N:22]=[C:23]([C:24]3[C:29]([F:30])=[CH:28][CH:27]=[CH:26][C:25]=3[Cl:31])[N:15]2[CH2:14][C@@H:10]2[CH2:11][CH2:12][CH2:13][NH:8][CH2:9]2)=[CH:20][N:19]=1. The yield is 0.970. (6) The catalyst is CN(C=O)C.CCOC(C)=O. The product is [C:22]([C:25]1[N:30]=[C:29]([C:31]2[CH:36]=[CH:35][C:34]([C:37]3[CH:42]=[CH:41][C:40]([CH2:43][C:44]([NH:2][C@@H:3]([CH2:9][CH:10]([CH3:11])[CH3:12])[C:4]([O:6][CH2:7][CH3:8])=[O:5])=[O:45])=[CH:39][C:38]=3[Cl:47])=[CH:33][CH:32]=2)[C:28]([CH3:48])=[N:27][C:26]=1[CH3:49])(=[O:24])[NH2:23]. The reactants are Cl.[NH2:2][C@@H:3]([CH2:9][CH:10]([CH3:12])[CH3:11])[C:4]([O:6][CH2:7][CH3:8])=[O:5].C(N(C(C)C)C(C)C)C.[C:22]([C:25]1[N:30]=[C:29]([C:31]2[CH:36]=[CH:35][C:34]([C:37]3[CH:42]=[CH:41][C:40]([CH2:43][C:44](O)=[O:45])=[CH:39][C:38]=3[Cl:47])=[CH:33][CH:32]=2)[C:28]([CH3:48])=[N:27][C:26]=1[CH3:49])(=[O:24])[NH2:23].Cl.CN(C)CCCN=C=NCC.N1(O)C2C=CC=CC=2N=N1. The yield is 0.810.